This data is from Forward reaction prediction with 1.9M reactions from USPTO patents (1976-2016). The task is: Predict the product of the given reaction. (1) Given the reactants [CH:1]1([S:4]([NH2:7])(=[O:6])=[O:5])[CH2:3][CH2:2]1.[CH3:8][C:9]([O:12][C:13](O[C:13]([O:12][C:9]([CH3:11])([CH3:10])[CH3:8])=[O:14])=[O:14])([CH3:11])[CH3:10].C(N(CC)CC)C, predict the reaction product. The product is: [C:9]([O:12][C:13](=[O:14])[NH:7][S:4]([CH:1]1[CH2:3][CH2:2]1)(=[O:6])=[O:5])([CH3:11])([CH3:10])[CH3:8]. (2) Given the reactants [C:1]1([C@@:7]23[O:22][CH2:21][O:20][C@@H:8]2[CH2:9][N:10](C(OC(C)(C)C)=O)[CH2:11][CH2:12]3)[CH:6]=[CH:5][CH:4]=[CH:3][CH:2]=1.FC(F)(F)C(O)=O, predict the reaction product. The product is: [C:1]1([C@@:7]23[O:22][CH2:21][O:20][C@@H:8]2[CH2:9][NH:10][CH2:11][CH2:12]3)[CH:2]=[CH:3][CH:4]=[CH:5][CH:6]=1.